Predict the product of the given reaction. From a dataset of Forward reaction prediction with 1.9M reactions from USPTO patents (1976-2016). (1) Given the reactants [NH2:1][C:2]1[CH:3]=[C:4]([C:7]([S:10][CH2:11][C:12]2[CH:17]=[CH:16][CH:15]=[CH:14][CH:13]=2)=[CH:8][N:9]=1)[C:5]#[N:6].C(N(CC)CC)C.[C:25](OC(=O)C)(=[O:27])[CH3:26], predict the reaction product. The product is: [CH2:11]([S:10][C:7]1[C:4]([C:5]#[N:6])=[CH:3][C:2]([NH:1][C:25](=[O:27])[CH3:26])=[N:9][CH:8]=1)[C:12]1[CH:17]=[CH:16][CH:15]=[CH:14][CH:13]=1. (2) Given the reactants Cl[C:2]1[C:11]2[C:6](=[CH:7][C:8]([O:12][CH3:13])=[CH:9][CH:10]=2)[N:5]=[CH:4][C:3]=1[C:14]([O:16]CC)=O.[C:19]1([NH:25][NH2:26])[CH:24]=[CH:23][CH:22]=[CH:21][CH:20]=1, predict the reaction product. The product is: [CH3:13][O:12][C:8]1[CH:9]=[CH:10][C:11]2[C:2]3[C:3]([C:14](=[O:16])[N:25]([C:19]4[CH:24]=[CH:23][CH:22]=[CH:21][CH:20]=4)[N:26]=3)=[CH:4][NH:5][C:6]=2[CH:7]=1. (3) Given the reactants C([Li])CCC.C(NC(C)C)(C)C.[O:13]=[C:14]1[CH2:19][CH2:18][N:17]([C:20]([O:22][C:23]([CH3:26])([CH3:25])[CH3:24])=[O:21])[CH2:16][CH2:15]1.N(C1C=CC=CC=1)([S:28]([C:31]([F:34])([F:33])[F:32])(=[O:30])=[O:29])[S:28]([C:31]([F:34])([F:33])[F:32])(=[O:30])=[O:29], predict the reaction product. The product is: [F:32][C:31]([F:34])([F:33])[S:28]([O:13][C:14]1[CH2:19][CH2:18][N:17]([C:20]([O:22][C:23]([CH3:26])([CH3:25])[CH3:24])=[O:21])[CH2:16][CH:15]=1)(=[O:30])=[O:29]. (4) Given the reactants [C:1]([N:8]1[CH2:12][C@@H:11]([NH:13][CH:14]2[CH2:19][CH2:18][C:17]([F:21])([F:20])[CH2:16][CH2:15]2)[CH2:10][C@H:9]1[C:22]([O:24][CH3:25])=[O:23])([O:3][C:4]([CH3:7])([CH3:6])[CH3:5])=[O:2].[C:26](Cl)(=[O:31])[C:27]([CH3:30])([CH3:29])[CH3:28], predict the reaction product. The product is: [C:1]([N:8]1[CH2:12][C@@H:11]([N:13]([CH:14]2[CH2:19][CH2:18][C:17]([F:20])([F:21])[CH2:16][CH2:15]2)[C:26](=[O:31])[C:27]([CH3:30])([CH3:29])[CH3:28])[CH2:10][C@H:9]1[C:22]([O:24][CH3:25])=[O:23])([O:3][C:4]([CH3:7])([CH3:6])[CH3:5])=[O:2]. (5) Given the reactants [NH2:1][CH2:2][CH:3]1[CH2:8][CH2:7][N:6]([C:9]2[N:14]=[C:13](/[CH:15]=[C:16]3/[C:17](=[O:22])[NH:18][C:19](=[O:21])[NH:20]/3)[CH:12]=[CH:11][N:10]=2)[CH2:5][CH2:4]1.[N:23]1[C:32]2[C:27](=[CH:28][CH:29]=[CH:30][CH:31]=2)[CH:26]=[CH:25][C:24]=1[CH:33]=O.C(N(C(C)C)CC)(C)C.[Na], predict the reaction product. The product is: [N:23]1[C:32]2[C:27](=[CH:28][CH:29]=[CH:30][CH:31]=2)[CH:26]=[CH:25][C:24]=1[CH2:33][NH:1][CH2:2][CH:3]1[CH2:4][CH2:5][N:6]([C:9]2[N:14]=[C:13](/[CH:15]=[C:16]3/[C:17](=[O:22])[NH:18][C:19](=[O:21])[NH:20]/3)[CH:12]=[CH:11][N:10]=2)[CH2:7][CH2:8]1.